Dataset: Full USPTO retrosynthesis dataset with 1.9M reactions from patents (1976-2016). Task: Predict the reactants needed to synthesize the given product. (1) Given the product [Cl:9][C:10]1[CH:11]=[CH:12][CH:13]=[C:14]2[C:19]=1[N:18]=[CH:17][C:16]([CH3:20])=[C:15]2[C:21]1[CH:22]=[C:23]([CH:35]=[CH:36][CH:37]=1)[O:24][C:25]1[CH:26]=[C:27]([CH:32]=[CH:33][CH:34]=1)[C:28]([NH:4][CH2:2][CH3:3])=[O:30], predict the reactants needed to synthesize it. The reactants are: Cl.[CH2:2]([NH2:4])[CH3:3].C[Al](C)C.[Cl:9][C:10]1[CH:11]=[CH:12][CH:13]=[C:14]2[C:19]=1[N:18]=[CH:17][C:16]([CH3:20])=[C:15]2[C:21]1[CH:22]=[C:23]([CH:35]=[CH:36][CH:37]=1)[O:24][C:25]1[CH:26]=[C:27]([CH:32]=[CH:33][CH:34]=1)[C:28]([O:30]C)=O.O. (2) Given the product [F:26][C:27]1[CH:28]=[C:29]([N+:34]([O-:36])=[O:35])[CH:30]=[CH:31][C:32]=1[O:1][C:2]1[CH:19]=[CH:18][C:5]2[CH2:6][CH2:7][N:8]([C:11]([O:13][C:14]([CH3:16])([CH3:15])[CH3:17])=[O:12])[CH2:9][CH2:10][C:4]=2[CH:3]=1, predict the reactants needed to synthesize it. The reactants are: [OH:1][C:2]1[CH:19]=[CH:18][C:5]2[CH2:6][CH2:7][N:8]([C:11]([O:13][C:14]([CH3:17])([CH3:16])[CH3:15])=[O:12])[CH2:9][CH2:10][C:4]=2[CH:3]=1.C(=O)([O-])[O-].[K+].[K+].[F:26][C:27]1[CH:28]=[C:29]([N+:34]([O-:36])=[O:35])[CH:30]=[CH:31][C:32]=1F. (3) Given the product [CH3:11][C:12]([CH3:19])([C:13]([NH:1][C:2]1[CH:7]=[CH:6][CH:5]=[C:4]([N+:8]([O-:10])=[O:9])[CH:3]=1)=[O:14])[CH2:17][C:16]([OH:18])=[O:15], predict the reactants needed to synthesize it. The reactants are: [NH2:1][C:2]1[CH:3]=[C:4]([N+:8]([O-:10])=[O:9])[CH:5]=[CH:6][CH:7]=1.[CH3:11][C:12]1([CH3:19])[CH2:17][C:16](=[O:18])[O:15][C:13]1=[O:14]. (4) Given the product [F:29][C:25]([F:30])([CH:26]([F:28])[F:27])[CH2:24][O:3][C:4]1[CH:11]=[CH:10][C:7]([CH:8]=[O:9])=[CH:6][CH:5]=1, predict the reactants needed to synthesize it. The reactants are: [H-].[Na+].[OH:3][C:4]1[CH:11]=[CH:10][C:7]([CH:8]=[O:9])=[CH:6][CH:5]=1.[H][H].C1(C)C=CC(S(O[CH2:24][C:25]([F:30])([F:29])[CH:26]([F:28])[F:27])(=O)=O)=CC=1. (5) Given the product [F:1][C:2]1[C:14]([NH:15][CH2:16][C:17]2[CH:22]=[C:21]([C:23]3[CH:28]=[CH:27][CH:26]=[C:25]([F:29])[CH:24]=3)[CH:20]=[C:19]([CH3:30])[C:18]=2[OH:31])=[C:13]([F:33])[CH:12]=[CH:11][C:3]=1[O:4][CH2:5][C:6]([O:8][CH2:9][CH3:10])=[O:7], predict the reactants needed to synthesize it. The reactants are: [F:1][C:2]1[C:14]([NH:15][CH2:16][C:17]2[CH:22]=[C:21]([C:23]3[CH:28]=[CH:27][CH:26]=[C:25]([F:29])[CH:24]=3)[CH:20]=[C:19]([CH3:30])[C:18]=2[O:31]C)=[C:13]([F:33])[CH:12]=[CH:11][C:3]=1[O:4][CH2:5][C:6]([O:8][CH2:9][CH3:10])=[O:7].[Al+3].[Cl-].[Cl-].[Cl-].CCS.